This data is from Catalyst prediction with 721,799 reactions and 888 catalyst types from USPTO. The task is: Predict which catalyst facilitates the given reaction. (1) Reactant: [CH3:1][N:2]1[CH2:7][CH2:6][CH:5]([NH:8][C:9]2[N:14]=[CH:13][C:12]([N+:15]([O-])=O)=[CH:11][N:10]=2)[CH2:4][CH2:3]1. Product: [CH3:1][N:2]1[CH2:3][CH2:4][CH:5]([NH:8][C:9]2[N:10]=[CH:11][C:12]([NH2:15])=[CH:13][N:14]=2)[CH2:6][CH2:7]1. The catalyst class is: 582. (2) Reactant: [CH2:1]([O:46][CH:47]1[C@H:51]2[C@H:52]([O:72][Si:73]([C:76]([CH3:79])([CH3:78])[CH3:77])([CH3:75])[CH3:74])[N:53]([C:64]([O:66][CH2:67][C:68]([Cl:71])([Cl:70])[Cl:69])=[O:65])[C:54]3[CH:61]=[CH:60][C:59]([O:62][CH3:63])=[CH:58][C:55]=3[C:56](=[O:57])[N:50]2[CH:49]=[C:48]1OS(C(F)(F)F)(=O)=O)[CH2:2][CH2:3][O:4][CH:5]1[C@H:9]2[C@H:10]([O:30][Si:31]([C:34]([CH3:37])([CH3:36])[CH3:35])([CH3:33])[CH3:32])[N:11]([C:22]([O:24][CH2:25][C:26]([Cl:29])(Cl)[Cl:27])=[O:23])[C:12]3[CH:19]=[CH:18][C:17]([O:20][CH3:21])=[CH:16][C:13]=3[C:14](=[O:15])[N:8]2[CH:7]=[C:6]1OS(C(F)(F)F)(=O)=O.[Li+].[Cl-:89].C([Sn](CCCC)(CCCC)[C:95]#[C:96][C:97]1[CH:102]=[CH:101][CH:100]=[CH:99][CH:98]=1)CCC. Product: [CH2:1]([O:46][C:47]1([C:102]2[CH:101]=[CH:100][CH:99]=[CH:98][C:97]=2[C:96]#[CH:95])[C@H:51]2[C@H:52]([O:72][Si:73]([C:76]([CH3:78])([CH3:77])[CH3:79])([CH3:74])[CH3:75])[N:53]([C:64]([O:66][CH2:67][C:68]([Cl:69])([Cl:71])[Cl:70])=[O:65])[C:54]3[CH:61]=[CH:60][C:59]([O:62][CH3:63])=[CH:58][C:55]=3[C:56](=[O:57])[N:50]2[CH:49]=[CH:48]1)[CH2:2][CH2:3][O:4][C:5]1([C:98]2[CH:99]=[CH:100][CH:101]=[CH:102][C:97]=2[C:96]#[CH:95])[C@H:9]2[C@H:10]([O:30][Si:31]([C:34]([CH3:37])([CH3:35])[CH3:36])([CH3:33])[CH3:32])[N:11]([C:22]([O:24][CH2:25][C:26]([Cl:27])([Cl:29])[Cl:89])=[O:23])[C:12]3[CH:19]=[CH:18][C:17]([O:20][CH3:21])=[CH:16][C:13]=3[C:14](=[O:15])[N:8]2[CH:7]=[CH:6]1. The catalyst class is: 176. (3) Reactant: [Br:1][C:2]1[CH:10]=[C:9]2[C:5]([CH:6]=[C:7]([CH2:11][OH:12])[NH:8]2)=[CH:4][CH:3]=1. Product: [Br:1][C:2]1[CH:10]=[C:9]2[C:5]([CH:6]=[C:7]([CH:11]=[O:12])[NH:8]2)=[CH:4][CH:3]=1. The catalyst class is: 725. (4) Reactant: [C:1]1(=[O:7])[NH:5][C:4](=[O:6])[CH2:3][CH2:2]1.B([O-])=O.[Na+].[OH-].[K+].[CH2:14](O)[CH3:15]. Product: [CH2:14]([O:6][CH:4]1[NH:5][C:1](=[O:7])[CH2:2][CH2:3]1)[CH3:15]. The catalyst class is: 33. (5) Reactant: [Cl:1][C:2]1[C:3]([S:18][CH3:19])=[N:4][C:5]([NH:8][C@@H:9]2[CH2:14][CH2:13][CH2:12][C@H:11]([C:15]([NH2:17])=[O:16])[CH2:10]2)=[N:6][CH:7]=1.C(#N)C.C1C=C(Cl)C=C(C(OO)=[O:31])C=1.CO.C(Cl)(Cl)Cl. Product: [Cl:1][C:2]1[C:3]([S:18]([CH3:19])=[O:31])=[N:4][C:5]([NH:8][C@@H:9]2[CH2:14][CH2:13][CH2:12][C@H:11]([C:15]([NH2:17])=[O:16])[CH2:10]2)=[N:6][CH:7]=1. The catalyst class is: 4. (6) Reactant: Cl.[NH2:2][CH2:3][C:4](=[O:52])[CH2:5][C:6]1[CH:11]=[C:10]([C@H:12]2[C@H:17]([O:18][CH2:19][C:20]3[CH:25]=[CH:24][CH:23]=[CH:22][CH:21]=3)[C@@H:16]([O:26][CH2:27][C:28]3[CH:33]=[CH:32][CH:31]=[CH:30][CH:29]=3)[C@H:15]([O:34][CH2:35][C:36]3[CH:41]=[CH:40][CH:39]=[CH:38][CH:37]=3)[C@@H:14]([CH2:42][O:43][CH2:44][C:45]3[CH:50]=[CH:49][CH:48]=[CH:47][CH:46]=3)[O:13]2)[CH:9]=[CH:8][C:7]=1[Cl:51].[C:53](O)(=[O:60])[C:54]1[CH:59]=[CH:58][CH:57]=[CH:56][CH:55]=1.CCN=C=NCCCN(C)C.C1C=CC2N(O)N=NC=2C=1.CN1CCOCC1.Cl. Product: [Cl:51][C:7]1[CH:8]=[CH:9][C:10]([C@H:12]2[C@H:17]([O:18][CH2:19][C:20]3[CH:21]=[CH:22][CH:23]=[CH:24][CH:25]=3)[C@@H:16]([O:26][CH2:27][C:28]3[CH:33]=[CH:32][CH:31]=[CH:30][CH:29]=3)[C@H:15]([O:34][CH2:35][C:36]3[CH:37]=[CH:38][CH:39]=[CH:40][CH:41]=3)[C@@H:14]([CH2:42][O:43][CH2:44][C:45]3[CH:46]=[CH:47][CH:48]=[CH:49][CH:50]=3)[O:13]2)=[CH:11][C:6]=1[CH2:5][C:4](=[O:52])[CH2:3][NH:2][C:53](=[O:60])[C:54]1[CH:59]=[CH:58][CH:57]=[CH:56][CH:55]=1. The catalyst class is: 3. (7) Reactant: Br[C:2]1[CH:3]=[CH:4][C:5]2[O:9][C:8](=[O:10])[NH:7][C:6]=2[CH:11]=1.[Cu][C:13]#[N:14].[C-]#N.[Na+]. Product: [O:10]=[C:8]1[NH:7][C:6]2[CH:11]=[C:2]([C:13]#[N:14])[CH:3]=[CH:4][C:5]=2[O:9]1. The catalyst class is: 18.